From a dataset of Reaction yield outcomes from USPTO patents with 853,638 reactions. Predict the reaction yield, written as a fraction of the theoretical maximum amount of product (1.0 means a 100% yield; for example, 0.34 means a 34% yield). (1) The reactants are Cl[C:2]1[CH:7]=[CH:6][N:5]=[C:4]2[CH:8]=[C:9]([C:11]3[N:12]=[C:13]([CH2:18][N:19]([CH3:21])[CH3:20])[N:14]([CH2:16][CH3:17])[CH:15]=3)[S:10][C:3]=12.[F:22][C:23]1[CH:28]=[C:27]([N+:29]([O-:31])=[O:30])[CH:26]=[CH:25][C:24]=1[OH:32].C(N1C=C(C2SC3C(=NC=CC=3OC3C=CC([N+]([O-])=O)=CC=3F)C=2)N=C1)C. No catalyst specified. The product is [CH2:16]([N:14]1[CH:15]=[C:11]([C:9]2[S:10][C:3]3[C:4](=[N:5][CH:6]=[CH:7][C:2]=3[O:32][C:24]3[CH:25]=[CH:26][C:27]([N+:29]([O-:31])=[O:30])=[CH:28][C:23]=3[F:22])[CH:8]=2)[N:12]=[C:13]1[CH2:18][N:19]([CH3:21])[CH3:20])[CH3:17]. The yield is 0.480. (2) The reactants are I[CH2:2][C@H:3]1[O:7][C:6](=[O:8])[N:5]([C:9]2[CH:14]=[CH:13][C:12]([N:15]3[CH2:20][CH2:19][O:18][CH2:17][C:16]3=[O:21])=[CH:11][CH:10]=2)[CH2:4]1.C(=O)([O-])[O-].[Cs+].[Cs+].[CH2:28]([NH:35][CH2:36][C:37]1[CH:42]=[CH:41][CH:40]=[CH:39][CH:38]=1)[C:29]1[CH:34]=[CH:33][CH:32]=[CH:31][CH:30]=1. No catalyst specified. The product is [CH2:36]([N:35]([CH2:2][C@H:3]1[O:7][C:6](=[O:8])[N:5]([C:9]2[CH:14]=[CH:13][C:12]([N:15]3[CH2:20][CH2:19][O:18][CH2:17][C:16]3=[O:21])=[CH:11][CH:10]=2)[CH2:4]1)[CH2:28][C:29]1[CH:34]=[CH:33][CH:32]=[CH:31][CH:30]=1)[C:37]1[CH:42]=[CH:41][CH:40]=[CH:39][CH:38]=1. The yield is 0.860.